From a dataset of Reaction yield outcomes from USPTO patents with 853,638 reactions. Predict the reaction yield, written as a fraction of the theoretical maximum amount of product (1.0 means a 100% yield; for example, 0.34 means a 34% yield). The reactants are Cl[C:2](Cl)([O:4]C(=O)OC(Cl)(Cl)Cl)Cl.[Br:13][C:14]1[C:15]([NH:28][NH2:29])=[N:16][C:17]([CH3:27])=[CH:18][C:19]=1[C:20]1[CH:25]=[CH:24][C:23]([Cl:26])=[CH:22][CH:21]=1. The catalyst is C1COCC1. The product is [Br:13][C:14]1[C:15]2[N:16]([C:2](=[O:4])[NH:29][N:28]=2)[C:17]([CH3:27])=[CH:18][C:19]=1[C:20]1[CH:21]=[CH:22][C:23]([Cl:26])=[CH:24][CH:25]=1. The yield is 0.840.